This data is from Reaction yield outcomes from USPTO patents with 853,638 reactions. The task is: Predict the reaction yield, written as a fraction of the theoretical maximum amount of product (1.0 means a 100% yield; for example, 0.34 means a 34% yield). (1) The reactants are [Br:1][C:2]1[CH:7]=[N:6][C:5]([Cl:8])=[C:4]2[S:9][C:10]([C:12]([O:14]C)=O)=[CH:11][C:3]=12.CO.[NH3:18]. No catalyst specified. The product is [Br:1][C:2]1[CH:7]=[N:6][C:5]([Cl:8])=[C:4]2[S:9][C:10]([C:12]([NH2:18])=[O:14])=[CH:11][C:3]=12. The yield is 0.970. (2) The reactants are [CH3:1][C:2]1[CH:3]=[C:4]([O:15][C:16]2[C:25]3[C:20](=[CH:21][C:22]([OH:28])=[C:23]([O:26][CH3:27])[CH:24]=3)[N:19]=[CH:18][CH:17]=2)[C:5]([C:9]2[CH:14]=[CH:13][CH:12]=[CH:11][N:10]=2)=[N:6][C:7]=1[CH3:8].C(=O)([O-])[O-].[K+].[K+].Br[CH2:36][CH2:37][CH2:38][CH2:39][OH:40].O. The catalyst is CN(C)C=O. The product is [CH3:1][C:2]1[CH:3]=[C:4]([O:15][C:16]2[C:25]3[C:20](=[CH:21][C:22]([O:28][CH2:36][CH2:37][CH2:38][CH2:39][OH:40])=[C:23]([O:26][CH3:27])[CH:24]=3)[N:19]=[CH:18][CH:17]=2)[C:5]([C:9]2[CH:14]=[CH:13][CH:12]=[CH:11][N:10]=2)=[N:6][C:7]=1[CH3:8]. The yield is 0.480. (3) The reactants are [CH3:1][C:2](C)([O-:4])C.[K+].[Cl-].[CH3:8]OC[P+](C1C=CC=CC=1)(C1C=CC=CC=1)C1C=CC=CC=1.[Cl:30][C:31]1[CH:36]=[CH:35][CH:34]=[C:33]([Cl:37])[C:32]=1[N:38]1[C:42]([CH2:43][O:44][C:45]2[CH:52]=[CH:51][C:48](C=O)=[C:47]([CH3:53])[CH:46]=2)=[C:41]([CH:54]([CH3:56])[CH3:55])[CH:40]=[N:39]1. The catalyst is C1COCC1. The product is [Cl:30][C:31]1[CH:36]=[CH:35][CH:34]=[C:33]([Cl:37])[C:32]=1[N:38]1[C:42]([CH2:43][O:44][C:45]2[CH:52]=[CH:51][C:48]([CH:1]=[CH:2][O:4][CH3:8])=[C:47]([CH3:53])[CH:46]=2)=[C:41]([CH:54]([CH3:55])[CH3:56])[CH:40]=[N:39]1. The yield is 0.730. (4) The reactants are [OH:1][C@H:2]1[CH2:6][N:5]([C:7](=[O:12])[C@@H:8]([NH:10][CH3:11])[CH3:9])[C@H:4]([C:13]([NH:15][CH2:16][C:17]2[CH:22]=[CH:21][C:20]([C:23]3[S:27][CH:26]=[N:25][C:24]=3[CH3:28])=[CH:19][CH:18]=2)=[O:14])[CH2:3]1.CCN(C(C)C)C(C)C.[CH3:38][C:39]1([C:43](O)=[O:44])[CH2:42][O:41][CH2:40]1.CN(C(ON1N=NC2C=CC=NC1=2)=[N+](C)C)C.F[P-](F)(F)(F)(F)F. The catalyst is CN(C=O)C. The product is [CH3:11][N:10]([C@@H:8]([CH3:9])[C:7]([N:5]1[CH2:6][C@H:2]([OH:1])[CH2:3][C@H:4]1[C:13]([NH:15][CH2:16][C:17]1[CH:22]=[CH:21][C:20]([C:23]2[S:27][CH:26]=[N:25][C:24]=2[CH3:28])=[CH:19][CH:18]=1)=[O:14])=[O:12])[C:43]([C:39]1([CH3:38])[CH2:42][O:41][CH2:40]1)=[O:44]. The yield is 0.510. (5) The reactants are [O:1]1[C:6]2[CH:7]=[CH:8][C:9]([CH2:11]O)=[CH:10][C:5]=2[O:4][CH2:3][CH2:2]1.O=S(Cl)[Cl:15]. The yield is 0.880. The product is [Cl:15][CH2:11][C:9]1[CH:8]=[CH:7][C:6]2[O:1][CH2:2][CH2:3][O:4][C:5]=2[CH:10]=1. No catalyst specified.